From a dataset of Full USPTO retrosynthesis dataset with 1.9M reactions from patents (1976-2016). Predict the reactants needed to synthesize the given product. (1) The reactants are: Br[C:2]1[CH:7]=[CH:6][C:5]([C:8](=[C:16]2[CH2:23][CH2:22][CH2:21][CH2:20][CH2:19][CH2:18][CH2:17]2)[C:9]2[CH:14]=[CH:13][C:12]([OH:15])=[CH:11][CH:10]=2)=[CH:4][CH:3]=1.[O:24]1[CH:28]=[CH:27][CH:26]=[C:25]1B(O)O.C([O-])([O-])=O.[Na+].[Na+]. Given the product [C:16]1(=[C:8]([C:5]2[CH:6]=[CH:7][C:2]([C:25]3[O:24][CH:28]=[CH:27][CH:26]=3)=[CH:3][CH:4]=2)[C:9]2[CH:14]=[CH:13][C:12]([OH:15])=[CH:11][CH:10]=2)[CH2:17][CH2:18][CH2:19][CH2:20][CH2:21][CH2:22][CH2:23]1, predict the reactants needed to synthesize it. (2) Given the product [CH2:16]([N:23]1[C:28](=[O:29])[CH:27]=[CH:26][C:25]([CH2:30][C:10]2[C:9]3[C:4](=[CH:5][CH:6]=[CH:7][CH:8]=3)[N:3]([CH2:11][C:12]([O:14][CH3:15])=[O:13])[C:2]=2[CH3:1])=[N:24]1)[C:17]1[CH:18]=[CH:19][CH:20]=[CH:21][CH:22]=1, predict the reactants needed to synthesize it. The reactants are: [CH3:1][C:2]1[N:3]([CH2:11][C:12]([O:14][CH3:15])=[O:13])[C:4]2[C:9]([CH:10]=1)=[CH:8][CH:7]=[CH:6][CH:5]=2.[CH2:16]([N:23]1[C:28](=[O:29])[CH:27]=[CH:26][C:25]([CH:30]=O)=[N:24]1)[C:17]1[CH:22]=[CH:21][CH:20]=[CH:19][CH:18]=1.C([SiH](CC)CC)C.FC(F)(F)C(O)=O.C([O-])(O)=O.[Na+]. (3) Given the product [F:20][C:21]1[C:26]([F:27])=[CH:25][CH:24]=[CH:23][C:22]=1[C:28]1[CH:36]=[CH:35][CH:34]=[C:33]2[C:29]=1/[C:30](=[CH:16]/[C:13]1[NH:12][C:8]3[CH2:9][CH2:10][CH2:11][N:5]([CH2:4][CH2:3][N:2]([CH3:19])[CH3:1])[C:6](=[O:18])[C:7]=3[C:14]=1[CH3:15])/[C:31](=[O:37])[NH:32]2, predict the reactants needed to synthesize it. The reactants are: [CH3:1][N:2]([CH3:19])[CH2:3][CH2:4][N:5]1[CH2:11][CH2:10][CH2:9][C:8]2[NH:12][C:13]([CH:16]=O)=[C:14]([CH3:15])[C:7]=2[C:6]1=[O:18].[F:20][C:21]1[C:26]([F:27])=[CH:25][CH:24]=[CH:23][C:22]=1[C:28]1[CH:36]=[CH:35][CH:34]=[C:33]2[C:29]=1[CH2:30][C:31](=[O:37])[NH:32]2. (4) Given the product [C:23]([NH:21][C:16](=[O:19])[C:7]([C:6]1[CH:9]=[CH:10][CH:11]=[C:4]([N+:1]([O-:3])=[O:2])[CH:5]=1)=[O:8])([CH3:26])([CH3:25])[CH3:24], predict the reactants needed to synthesize it. The reactants are: [N+:1]([C:4]1[CH:5]=[C:6]([CH:9]=[CH:10][CH:11]=1)[CH:7]=[O:8])([O-:3])=[O:2].Cl.CNO.[C:16](=[O:19])(O)[O-].[Na+].[N+:21]([C:23]([CH3:26])([CH3:25])[CH3:24])#[C-].C(O)(=O)C. (5) Given the product [C:6]([C:5]1[CH:8]=[CH:9][C:2]([C:16]([OH:18])=[O:17])=[N:3][CH:4]=1)#[N:7], predict the reactants needed to synthesize it. The reactants are: Cl[C:2]1[CH:9]=[CH:8][C:5]([C:6]#[N:7])=[CH:4][N:3]=1.O1CCOCC1.[C:16](=O)([OH:18])[O-:17].[Na+]. (6) The reactants are: C(OC([N:8]1[CH2:13][CH2:12][C:11](=[CH:14][C:15]2[CH:20]=[CH:19][CH:18]=[C:17]([O:21][C:22]3[CH:27]=[CH:26][C:25]([F:28])=[CH:24][CH:23]=3)[CH:16]=2)[CH2:10][CH2:9]1)=O)(C)(C)C.[ClH:29].C(OCC)C. Given the product [ClH:29].[F:28][C:25]1[CH:24]=[CH:23][C:22]([O:21][C:17]2[CH:16]=[C:15]([CH:20]=[CH:19][CH:18]=2)[CH:14]=[C:11]2[CH2:10][CH2:9][NH:8][CH2:13][CH2:12]2)=[CH:27][CH:26]=1, predict the reactants needed to synthesize it. (7) Given the product [C:13]([O:21][CH2:22][C@@H:23]1[CH2:27][C@@H:26]([N:28]2[CH2:32][CH2:31][CH2:30][CH2:29]2)[C@H:25]([N:8]2[C:6]3[N:7]=[C:2]([NH2:1])[NH:3][C:4](=[O:12])[C:5]=3[S:10][C:9]2=[O:11])[O:24]1)(=[O:20])[C:14]1[CH:15]=[CH:16][CH:17]=[CH:18][CH:19]=1, predict the reactants needed to synthesize it. The reactants are: [NH2:1][C:2]1[NH:3][C:4](=[O:12])[C:5]2[S:10][C:9](=[O:11])[NH:8][C:6]=2[N:7]=1.[C:13]([O:21][CH2:22][C@@H:23]1[CH2:27][C@@H:26]([N:28]2[CH2:32][CH2:31][CH2:30][CH2:29]2)[CH:25](OC)[O:24]1)(=[O:20])[C:14]1[CH:19]=[CH:18][CH:17]=[CH:16][CH:15]=1.[Si](OS(C(F)(F)F)(=O)=O)(C)(C)C. (8) Given the product [CH3:12][C:9]([CH3:10])([CH3:11])[C:8]([N:43]1[CH2:44][CH:45]=[C:40]([C:36]2[N:35]=[CH:34][C:33]([NH:32][C:30]([C:16]3[CH:17]=[N:18][N:19]([C:20]4[CH:25]=[CH:24][C:23]([C:26]([F:29])([F:28])[F:27])=[CH:22][N:21]=4)[C:15]=3[CH3:14])=[O:31])=[CH:38][C:37]=2[CH3:39])[CH2:41][CH2:42]1)=[O:13], predict the reactants needed to synthesize it. The reactants are: [C:8](O[C:8](=[O:13])[C:9]([CH3:12])([CH3:11])[CH3:10])(=[O:13])[C:9]([CH3:12])([CH3:11])[CH3:10].[CH3:14][C:15]1[N:19]([C:20]2[CH:25]=[CH:24][C:23]([C:26]([F:29])([F:28])[F:27])=[CH:22][N:21]=2)[N:18]=[CH:17][C:16]=1[C:30]([NH:32][C:33]1[CH:34]=[N:35][C:36]([C:40]2[CH2:41][CH2:42][NH:43][CH2:44][CH:45]=2)=[C:37]([CH3:39])[CH:38]=1)=[O:31].O.